From a dataset of Full USPTO retrosynthesis dataset with 1.9M reactions from patents (1976-2016). Predict the reactants needed to synthesize the given product. (1) Given the product [C:2]([C:7]1[N:8]=[C:9]([CH2:12][N:13]2[N:17]=[C:16]([NH:18][C:32]([C:27]3[N:28]=[C:29]([CH3:31])[O:30][C:26]=3[C:22]3[CH:23]=[CH:24][CH:25]=[C:20]([Cl:19])[CH:21]=3)=[O:33])[CH:15]=[N:14]2)[S:10][CH:11]=1)(=[O:6])[CH3:1], predict the reactants needed to synthesize it. The reactants are: [CH3:1][C:2]1([C:7]2[N:8]=[C:9]([CH2:12][N:13]3[N:17]=[C:16]([NH2:18])[CH:15]=[N:14]3)[S:10][CH:11]=2)[O:6]CCO1.[Cl:19][C:20]1[CH:21]=[C:22]([C:26]2[O:30][C:29]([CH3:31])=[N:28][C:27]=2[C:32](O)=[O:33])[CH:23]=[CH:24][CH:25]=1. (2) Given the product [OH:3][CH2:4][CH2:5][CH2:6][CH2:7][CH:8]1[CH2:9][N:10]([C:12]([O:14][C:15]([CH3:18])([CH3:17])[CH3:16])=[O:13])[CH2:11]1, predict the reactants needed to synthesize it. The reactants are: C([O:3][C:4](=O)/[CH:5]=[CH:6]/[CH:7]=[C:8]1[CH2:11][N:10]([C:12]([O:14][C:15]([CH3:18])([CH3:17])[CH3:16])=[O:13])[CH2:9]1)C.[H][H].[H-].[H-].[H-].[H-].[Li+].[Al+3].O. (3) Given the product [C:1]([O:4][C@H:5]([CH3:31])[CH2:6][CH2:7][CH2:8][CH2:9][N:10]1[C:19](=[O:20])[C:18]2[NH:17][C:16]([CH2:21][OH:22])=[N:15][C:14]=2[N:13]([CH3:30])[C:11]1=[O:12])(=[O:3])[CH3:2], predict the reactants needed to synthesize it. The reactants are: [C:1]([O:4][C@H:5]([CH3:31])[CH2:6][CH2:7][CH2:8][CH2:9][N:10]1[C:19](=[O:20])[C:18]2[NH:17][C:16]([CH2:21][O:22]CC3C=CC=CC=3)=[N:15][C:14]=2[N:13]([CH3:30])[C:11]1=[O:12])(=[O:3])[CH3:2].[H][H]. (4) The reactants are: Br[C:2]1[CH:7]=[CH:6][C:5]([C@@H:8]([N:10]2[CH2:15][CH2:14][C@@:13]([C:21]3[CH:26]=[CH:25][C:24]([F:27])=[CH:23][CH:22]=3)([CH2:16][C:17]([OH:20])([CH3:19])[CH3:18])[O:12][C:11]2=[O:28])[CH3:9])=[CH:4][CH:3]=1.[CH3:29][C:30]1([CH3:46])[C:34]([CH3:36])([CH3:35])[O:33][B:32]([B:32]2[O:33][C:34]([CH3:36])([CH3:35])[C:30]([CH3:46])([CH3:29])[O:31]2)[O:31]1.CC([O-])=O.[K+]. Given the product [F:27][C:24]1[CH:25]=[CH:26][C:21]([C@:13]2([CH2:16][C:17]([OH:20])([CH3:19])[CH3:18])[O:12][C:11](=[O:28])[N:10]([C@H:8]([C:5]3[CH:6]=[CH:7][C:2]([B:32]4[O:33][C:34]([CH3:36])([CH3:35])[C:30]([CH3:46])([CH3:29])[O:31]4)=[CH:3][CH:4]=3)[CH3:9])[CH2:15][CH2:14]2)=[CH:22][CH:23]=1, predict the reactants needed to synthesize it. (5) Given the product [S:16]1(=[O:20])(=[O:17])[CH:7]=[CH:6][CH:5]=[CH:4][CH:3]=[N:2]1, predict the reactants needed to synthesize it. The reactants are: S1[CH:7]=[CH:6][CH:5]=[CH:4][CH:3]=[N:2]1.C[N+]1([O-])CCOCC1.[S:16](=[O:20])(=O)(O)[O-:17].[Na+].C(Cl)Cl. (6) Given the product [CH:24]([C:25]1[CH:26]=[CH:27][C:28]([C:29]([NH:31][C:32]2[N:33]=[CH:34][N:35]3[C:39]([C:40]([F:43])([F:41])[F:42])=[CH:38][S:37][C:36]=23)=[O:30])=[CH:44][CH:45]=1)=[O:23], predict the reactants needed to synthesize it. The reactants are: CC(OI1(OC(C)=O)(OC(C)=O)OC(=O)C2C=CC=CC1=2)=O.[OH:23][CH2:24][C:25]1[CH:45]=[CH:44][C:28]([C:29]([NH:31][C:32]2[N:33]=[CH:34][N:35]3[C:39]([C:40]([F:43])([F:42])[F:41])=[CH:38][S:37][C:36]=23)=[O:30])=[CH:27][CH:26]=1.[O-]S([O-])(=S)=O.[Na+].[Na+].C([O-])(O)=O.[Na+]. (7) Given the product [CH3:1][N:2]([C:3]1[CH:8]=[CH:7][CH:6]=[CH:5][CH:4]=1)[CH2:16][CH2:15][CH2:14][CH2:10][C:11]([O:13][CH2:18][CH3:19])=[O:12], predict the reactants needed to synthesize it. The reactants are: [CH3:1][NH:2][C:3]1[CH:8]=[CH:7][CH:6]=[CH:5][CH:4]=1.Br[CH:10]([CH2:14][CH2:15][CH3:16])[C:11]([O-:13])=[O:12].N1C(C)=CC=[CH:19][C:18]=1C.